Task: Binary Classification. Given a drug SMILES string, predict its activity (active/inactive) in a high-throughput screening assay against a specified biological target.. Dataset: HIV replication inhibition screening data with 41,000+ compounds from the AIDS Antiviral Screen The compound is C=CC1(c2ccc3ccccc3c2)OCC(CC)(CC)CO1. The result is 0 (inactive).